This data is from Reaction yield outcomes from USPTO patents with 853,638 reactions. The task is: Predict the reaction yield, written as a fraction of the theoretical maximum amount of product (1.0 means a 100% yield; for example, 0.34 means a 34% yield). (1) The reactants are [CH2:1]([C:5]1[N:6]=[C:7]([CH3:27])[NH:8][C:9](=[O:26])[C:10]=1[CH2:11][C:12]1[CH:17]=[CH:16][C:15]([C:18]2[C:19]([C:24]#[N:25])=[CH:20][CH:21]=[CH:22][CH:23]=2)=[CH:14][CH:13]=1)[CH2:2][CH2:3][CH3:4].N(C(N1CCCCC1)=O)=NC(N1CCCCC1)=O.C(P(CCCC)CCCC)CCC.[N:59]1[CH:64]=[CH:63][N:62]=[CH:61][C:60]=1[CH2:65]O. The catalyst is C(OCC)(=O)C.O1CCCC1. The product is [CH2:1]([C:5]1[N:6]=[C:7]([CH3:27])[N:8]([CH2:65][C:60]2[CH:61]=[N:62][CH:63]=[CH:64][N:59]=2)[C:9](=[O:26])[C:10]=1[CH2:11][C:12]1[CH:17]=[CH:16][C:15]([C:18]2[C:19]([C:24]#[N:25])=[CH:20][CH:21]=[CH:22][CH:23]=2)=[CH:14][CH:13]=1)[CH2:2][CH2:3][CH3:4]. The yield is 0.690. (2) The reactants are O[CH:2]=[C:3]1[C:11]2[C:6](=[CH:7][C:8]([C:12]([C:14]3[CH:15]=[C:16]([NH:20][C:21]([C:23]4[N:24]([CH3:29])[N:25]=[C:26]([CH3:28])[CH:27]=4)=[O:22])[CH:17]=[CH:18][CH:19]=3)=[O:13])=[CH:9][CH:10]=2)[NH:5][C:4]1=[O:30].[F:31][CH:32]1[CH2:36][CH2:35][N:34]([CH2:37][CH2:38][CH2:39][O:40][C:41]2[CH:46]=[CH:45][C:44]([NH2:47])=[CH:43][CH:42]=2)[CH2:33]1. The catalyst is C1COCC1. The product is [F:31][CH:32]1[CH2:36][CH2:35][N:34]([CH2:37][CH2:38][CH2:39][O:40][C:41]2[CH:42]=[CH:43][C:44]([NH:47][CH:2]=[C:3]3[C:11]4[C:6](=[CH:7][C:8]([C:12]([C:14]5[CH:15]=[C:16]([NH:20][C:21]([C:23]6[N:24]([CH3:29])[N:25]=[C:26]([CH3:28])[CH:27]=6)=[O:22])[CH:17]=[CH:18][CH:19]=5)=[O:13])=[CH:9][CH:10]=4)[NH:5][C:4]3=[O:30])=[CH:45][CH:46]=2)[CH2:33]1. The yield is 0.390. (3) The reactants are [C:1]([O:5][C:6]([NH:8][C:9]([CH3:13])([CH3:12])[CH2:10][OH:11])=[O:7])([CH3:4])([CH3:3])[CH3:2].[OH-].[Na+].[C:16]1([CH3:26])[CH:21]=[CH:20][C:19]([S:22](Cl)(=[O:24])=[O:23])=[CH:18][CH:17]=1. The catalyst is CCOCC. The product is [C:16]1([CH3:26])[CH:21]=[CH:20][C:19]([S:22]([O:11][CH2:10][C:9]([NH:8][C:6]([O:5][C:1]([CH3:4])([CH3:3])[CH3:2])=[O:7])([CH3:13])[CH3:12])(=[O:24])=[O:23])=[CH:18][CH:17]=1. The yield is 0.822.